This data is from Reaction yield outcomes from USPTO patents with 853,638 reactions. The task is: Predict the reaction yield, written as a fraction of the theoretical maximum amount of product (1.0 means a 100% yield; for example, 0.34 means a 34% yield). (1) The reactants are [CH3:1][O:2][C:3]1[CH:8]=[C:7]([CH2:9]/[CH:10]=[C:11](\[CH3:23])/[CH2:12][CH2:13]/[CH:14]=[C:15](\[CH3:22])/[CH2:16][CH2:17][CH:18]=[C:19]([CH3:21])[CH3:20])[CH:6]=[C:5]([CH3:24])[CH:4]=1.C1C=C(Cl)C=C(C(OO)=[O:33])C=1. The catalyst is C(Cl)Cl. The product is [CH3:1][O:2][C:3]1[CH:8]=[C:7]([CH2:9]/[CH:10]=[C:11](\[CH3:23])/[CH2:12][CH2:13]/[CH:14]=[C:15](\[CH3:22])/[CH2:16][CH2:17][CH:18]2[O:33][C:19]2([CH3:20])[CH3:21])[CH:6]=[C:5]([CH3:24])[CH:4]=1. The yield is 0.200. (2) The reactants are [C:1]([O:7][CH2:8][CH3:9])(=[O:6])[CH2:2][C:3]([CH3:5])=[O:4].[H-].[Na+].Br[CH2:13][C:14]([C:16]1[CH:21]=[CH:20][CH:19]=[CH:18][CH:17]=1)=[O:15]. The catalyst is O1CCCC1. The product is [C:3]([CH:2]([CH2:13][C:14](=[O:15])[C:16]1[CH:21]=[CH:20][CH:19]=[CH:18][CH:17]=1)[C:1]([O:7][CH2:8][CH3:9])=[O:6])(=[O:4])[CH3:5]. The yield is 0.980. (3) The reactants are [F:1][C:2]1[CH:3]=[C:4]([CH:28]=[C:29]([F:31])[CH:30]=1)[O:5][C:6]1[CH:11]=[CH:10][C:9]([C:12]2[C:20]3[C:15](=[N:16][CH:17]=[N:18][C:19]=3[NH2:21])[N:14]([CH2:22][C@H:23]3[CH2:27][CH2:26][CH2:25][NH:24]3)[N:13]=2)=[CH:8][CH:7]=1.[C:32]([CH2:34][C:35](O)=[O:36])#[N:33].CN(C(ON1N=NC2C=CC=NC1=2)=[N+](C)C)C.F[P-](F)(F)(F)(F)F.C(N(CC)CC)C. The catalyst is CN(C)C=O. The product is [NH2:21][C:19]1[N:18]=[CH:17][N:16]=[C:15]2[N:14]([CH2:22][C@H:23]3[CH2:27][CH2:26][CH2:25][N:24]3[C:35](=[O:36])[CH2:34][C:32]#[N:33])[N:13]=[C:12]([C:9]3[CH:8]=[CH:7][C:6]([O:5][C:4]4[CH:28]=[C:29]([F:31])[CH:30]=[C:2]([F:1])[CH:3]=4)=[CH:11][CH:10]=3)[C:20]=12. The yield is 0.470. (4) The reactants are C(OC([N:8]1[CH2:11][C:10]([CH3:31])([N:12]2[C:28]3[C:15](=[CH:16][C:17]4[O:18][CH2:19][C:20]5[N:25]([C:26]=4[CH:27]=3)[C@H:24]([CH3:29])[C:23](=[O:30])[NH:22][N:21]=5)[CH2:14][CH2:13]2)[CH2:9]1)=O)(C)(C)C.[ClH:32]. No catalyst specified. The product is [ClH:32].[CH3:29][C@@H:24]1[C:23](=[O:30])[NH:22][N:21]=[C:20]2[N:25]1[C:26]1[CH:27]=[C:28]3[N:12]([C:10]4([CH3:31])[CH2:9][NH:8][CH2:11]4)[CH2:13][CH2:14][C:15]3=[CH:16][C:17]=1[O:18][CH2:19]2. The yield is 0.850.